Dataset: Full USPTO retrosynthesis dataset with 1.9M reactions from patents (1976-2016). Task: Predict the reactants needed to synthesize the given product. (1) Given the product [CH:42]1([C@:53]([C:54]2[CH:59]=[CH:58][CH:57]=[CH:56][CH:55]=2)([OH:2])[CH2:62][OH:84])[CH2:51][CH2:50][CH2:45][CH2:44][CH2:43]1, predict the reactants needed to synthesize it. The reactants are: C([O-])([O-])=[O:2].[K+].[K+].CC[C@@H]1[C@@H:45]2[CH2:44][C@H:43]([C@@H:42](OC3C4C(=CC=CC=4)C(O[C@@H:42]([C:53]4[CH:62]=CN=[C:59]5[C:54]=4[CH:55]=[C:56](OC)[CH:57]=[CH:58]5)[C@@H:43]4N5C[C@H:50]([CH2:51]C)[C@@H:45](CC5)[CH2:44]4)=NN=3)[C:53]3[CH:62]=CN=[C:55]4[C:54]=3[CH:59]=[C:58](OC)[CH:57]=[CH:56]4)N([CH2:51][CH2:50]2)C1.C1(C(C2C=CC=CC=2)=C)CCCCC1.C(O)(C)(C)C.[OH2:84]. (2) Given the product [F:17][C:18]1[CH:25]=[CH:24][C:21]([CH2:22][N:1]2[CH2:6][CH2:5][CH:4]([NH:7][C:8]3[S:9][C:10]([C:13]([F:16])([F:14])[F:15])=[N:11][N:12]=3)[CH2:3][CH2:2]2)=[CH:20][CH:19]=1, predict the reactants needed to synthesize it. The reactants are: [NH:1]1[CH2:6][CH2:5][CH:4]([NH:7][C:8]2[S:9][C:10]([C:13]([F:16])([F:15])[F:14])=[N:11][N:12]=2)[CH2:3][CH2:2]1.[F:17][C:18]1[CH:25]=[CH:24][C:21]([CH2:22]Cl)=[CH:20][CH:19]=1.C(N(C(C)C)CC)(C)C. (3) Given the product [CH2:2]([O:9][C:10]([C@H:11]1[CH2:15][CH2:14][CH2:13][N:12]1[C:24](=[O:26])[CH2:23][C:19]1[CH:20]=[CH:21][CH:22]=[C:17]([CH2:27][C:28]([N:12]2[CH2:13][CH2:14][CH2:15][C@@H:11]2[C:10]([O:9][CH2:2][C:3]2[CH:8]=[CH:7][CH:6]=[CH:5][CH:4]=2)=[O:16])=[O:30])[CH:18]=1)=[O:16])[C:3]1[CH:4]=[CH:5][CH:6]=[CH:7][CH:8]=1, predict the reactants needed to synthesize it. The reactants are: Cl.[CH2:2]([O:9][C:10](=[O:16])[C@H:11]1[CH2:15][CH2:14][CH2:13][NH:12]1)[C:3]1[CH:8]=[CH:7][CH:6]=[CH:5][CH:4]=1.[C:17]1([CH2:27][C:28]([OH:30])=O)[CH:22]=[CH:21][CH:20]=[C:19]([CH2:23][C:24]([OH:26])=O)[CH:18]=1. (4) Given the product [C:31]([N:21]1[CH2:22][CH2:23][CH:18]([N:4]([CH:1]2[CH2:3][CH2:2]2)[S:5]([C:8]2[CH:13]=[CH:12][CH:11]=[C:10]([C:14]([F:17])([F:15])[F:16])[CH:9]=2)(=[O:6])=[O:7])[CH2:19][CH2:20]1)(=[O:34])[CH:32]=[CH2:33], predict the reactants needed to synthesize it. The reactants are: [CH:1]1([N:4]([CH:18]2[CH2:23][CH2:22][NH:21][CH2:20][CH2:19]2)[S:5]([C:8]2[CH:13]=[CH:12][CH:11]=[C:10]([C:14]([F:17])([F:16])[F:15])[CH:9]=2)(=[O:7])=[O:6])[CH2:3][CH2:2]1.C(N(CC)CC)C.[C:31](Cl)(=[O:34])[CH:32]=[CH2:33]. (5) Given the product [CH3:1][S:2]([O:17][CH2:16][C:14]1[CH:15]=[C:10]([C:6]([CH3:9])([CH3:7])[CH3:8])[CH:11]=[C:12]([N+:20]([O-:22])=[O:21])[C:13]=1[O:18][CH3:19])(=[O:4])=[O:3], predict the reactants needed to synthesize it. The reactants are: [CH3:1][S:2](Cl)(=[O:4])=[O:3].[C:6]([C:10]1[CH:11]=[C:12]([N+:20]([O-:22])=[O:21])[C:13]([O:18][CH3:19])=[C:14]([CH2:16][OH:17])[CH:15]=1)([CH3:9])([CH3:8])[CH3:7].C(N(CC)CC)C. (6) Given the product [C:18]1([CH2:17][CH2:16][C:15]([NH:14][C:2]2[CH:3]=[CH:4][C:5]3[O:6][C:7]4[CH2:13][CH2:12][CH2:11][CH2:10][C:8]=4[C:9]=3[CH:1]=2)=[O:24])[CH:23]=[CH:22][CH:21]=[CH:20][CH:19]=1, predict the reactants needed to synthesize it. The reactants are: [CH2:1]1[C:9]2[C:8]3[CH:10]=[CH:11][CH:12]=[CH:13][C:7]=3[O:6][C:5]=2[CH2:4][CH2:3][CH:2]1[NH2:14].[C:15](Cl)(=[O:24])[CH2:16][CH2:17][C:18]1[CH:23]=[CH:22][CH:21]=[CH:20][CH:19]=1. (7) The reactants are: O[CH2:2][CH2:3][N:4]([CH:35]([CH3:37])[CH3:36])[C:5]([C:7]1[C:12]([O:13][CH2:14][C:15]2[CH:20]=[CH:19][CH:18]=[CH:17][CH:16]=2)=[C:11]([OH:21])[N:10]=[C:9]([CH2:22][C:23]2[CH:28]=[CH:27][CH:26]=[CH:25][C:24]=2[C:29]2[CH:34]=[CH:33][N:32]=[CH:31][CH:30]=2)[N:8]=1)=[O:6].C(OC1C(=O)N=C(CC2C=CC=C(Cl)C=2Cl)N2CCN(C(C)C)C(=O)C=12)C1C=CC=CC=1. Given the product [CH2:14]([O:13][C:12]1[C:11](=[O:21])[N:10]=[C:9]([CH2:22][C:23]2[CH:28]=[CH:27][CH:26]=[CH:25][C:24]=2[C:29]2[CH:30]=[CH:31][N:32]=[CH:33][CH:34]=2)[N:8]2[CH2:2][CH2:3][N:4]([CH:35]([CH3:37])[CH3:36])[C:5](=[O:6])[C:7]=12)[C:15]1[CH:16]=[CH:17][CH:18]=[CH:19][CH:20]=1, predict the reactants needed to synthesize it. (8) The reactants are: [CH3:1][N:2]1[CH2:9][C@@H:8]2[C@@H:4]([N:5]([C:10]3[C:15]([N+:16]([O-])=O)=[CH:14][C:13]([NH:19][C:20]4[N:25]=[C:24]([C:26]5[C:34]6[C:29](=[CH:30][CH:31]=[CH:32][CH:33]=6)[N:28]([CH3:35])[CH:27]=5)[CH:23]=[CH:22][N:21]=4)=[C:12]([O:36][CH3:37])[CH:11]=3)[CH2:6][CH2:7]2)[CH2:3]1.[NH4+].[Cl-].O. Given the product [CH3:1][N:2]1[CH2:9][C@@H:8]2[C@@H:4]([N:5]([C:10]3[CH:11]=[C:12]([O:36][CH3:37])[C:13]([NH:19][C:20]4[N:25]=[C:24]([C:26]5[C:34]6[C:29](=[CH:30][CH:31]=[CH:32][CH:33]=6)[N:28]([CH3:35])[CH:27]=5)[CH:23]=[CH:22][N:21]=4)=[CH:14][C:15]=3[NH2:16])[CH2:6][CH2:7]2)[CH2:3]1, predict the reactants needed to synthesize it. (9) Given the product [C:5]([C:18]1([NH:7][C:8]2[CH:9]=[CH:10][C:11]([CH2:14][C:15]([OH:17])=[O:16])=[CH:12][CH:13]=2)[CH2:21][CH2:20][CH2:19]1)#[N:6], predict the reactants needed to synthesize it. The reactants are: C[Si]([C:5]#[N:6])(C)C.[NH2:7][C:8]1[CH:13]=[CH:12][C:11]([CH2:14][C:15]([OH:17])=[O:16])=[CH:10][CH:9]=1.[C:18]1(=O)[CH2:21][CH2:20][CH2:19]1.